This data is from Reaction yield outcomes from USPTO patents with 853,638 reactions. The task is: Predict the reaction yield, written as a fraction of the theoretical maximum amount of product (1.0 means a 100% yield; for example, 0.34 means a 34% yield). (1) The reactants are Cl[C:2]1[N:7]=[C:6]([C:8]2[N:12]3[CH:13]=[CH:14][CH:15]=[CH:16][C:11]3=[N:10][C:9]=2[C:17]2[CH:18]=[C:19]([CH:31]=[CH:32][CH:33]=2)[C:20]([NH:22][C:23]2[C:28]([F:29])=[CH:27][CH:26]=[CH:25][C:24]=2[F:30])=[O:21])[CH:5]=[CH:4][N:3]=1.[CH2:34]([O:36][C:37]1[CH:43]=[C:42]([CH2:44][CH2:45][N:46]2[CH2:51][CH2:50][N:49]([CH3:52])[CH2:48][CH2:47]2)[CH:41]=[CH:40][C:38]=1[NH2:39])[CH3:35].C1(C)C=CC(S(O)(=O)=O)=CC=1.C[O-].[Na+]. The catalyst is C(Cl)Cl.CC(O)C. The product is [F:30][C:24]1[CH:25]=[CH:26][CH:27]=[C:28]([F:29])[C:23]=1[NH:22][C:20](=[O:21])[C:19]1[CH:31]=[CH:32][CH:33]=[C:17]([C:9]2[N:10]=[C:11]3[CH:16]=[CH:15][CH:14]=[CH:13][N:12]3[C:8]=2[C:6]2[CH:5]=[CH:4][N:3]=[C:2]([NH:39][C:38]3[CH:40]=[CH:41][C:42]([CH2:44][CH2:45][N:46]4[CH2:47][CH2:48][N:49]([CH3:52])[CH2:50][CH2:51]4)=[CH:43][C:37]=3[O:36][CH2:34][CH3:35])[N:7]=2)[CH:18]=1. The yield is 0.560. (2) The reactants are [S:1]1[CH:5]=[CH:4][CH:3]=[C:2]1[C:6]([OH:8])=[O:7].C([Li])CCC.C1C=CC(S(N(S(C2C=CC=CC=2)(=O)=O)[F:24])(=O)=O)=CC=1.Cl. The catalyst is C1COCC1.C(OCC)C. The product is [F:24][C:3]1[CH:4]=[CH:5][S:1][C:2]=1[C:6]([OH:8])=[O:7]. The yield is 0.400. (3) The reactants are CC(C)([S@]([NH:6][C@H:7]([C:22]1[CH:27]=[CH:26][CH:25]=[CH:24][CH:23]=1)[C:8]12[N:14]([C:15]([O:17][C:18]([CH3:21])([CH3:20])[CH3:19])=[O:16])[CH:11]([CH2:12][CH2:13]1)[CH2:10][CH2:9]2)=O)C.Cl.O1CCOCC1. The catalyst is CO. The product is [NH2:6][C@H:7]([C:22]1[CH:23]=[CH:24][CH:25]=[CH:26][CH:27]=1)[C:8]12[N:14]([C:15]([O:17][C:18]([CH3:21])([CH3:19])[CH3:20])=[O:16])[CH:11]([CH2:12][CH2:13]1)[CH2:10][CH2:9]2. The yield is 0.990. (4) The reactants are [C:1]([C:5]1[CH:10]=[CH:9][C:8]([C:11]2[C:19]3[C:14](=[CH:15][CH:16]=[CH:17][CH:18]=3)[NH:13][C:12]=2[C:20]([O:22][CH2:23][C:24]2[CH:29]=[CH:28][CH:27]=[CH:26][CH:25]=2)=[O:21])=[CH:7][CH:6]=1)([CH3:4])([CH3:3])[CH3:2].Br[C:31]1[CH:36]=[CH:35][CH:34]=[C:33]([CH2:37]Br)[CH:32]=1.C([O-])([O-])=O.[K+].[K+].[N:45]1(C(OC(C)(C)C)=O)[CH2:50][CH2:49][NH:48][CH2:47][CH2:46]1.C(P(C(C)(C)C)C(C)(C)C)(C)(C)C.CC([O-])(C)C.[Na+]. The catalyst is CN(C=O)C.CC([O-])=O.CC([O-])=O.[Pd+2].C1(C)C=CC=CC=1.CCOC(C)=O. The product is [CH3:3][C:1]([C:5]1[CH:6]=[CH:7][C:8]([C:11]2[C:19]3[C:14](=[CH:15][CH:16]=[CH:17][CH:18]=3)[N:13]([CH2:37][C:33]3[CH:34]=[CH:35][CH:36]=[C:31]([N:45]4[CH2:50][CH2:49][NH:48][CH2:47][CH2:46]4)[CH:32]=3)[C:12]=2[C:20]([O:22][CH2:23][C:24]2[CH:29]=[CH:28][CH:27]=[CH:26][CH:25]=2)=[O:21])=[CH:9][CH:10]=1)([CH3:4])[CH3:2]. The yield is 0.240. (5) The reactants are O.NN.[N+:4]([C:7]1[CH:8]=[C:9]([O:13][CH3:14])[CH:10]=[CH:11][CH:12]=1)([O-:6])=O.C(=O)([O-])O.[Na+].[C:20](Cl)(=[O:22])[CH3:21]. The catalyst is [Pd].O1CCCC1CCO.O.CN(C)C=O. The product is [C:20]([N:4]([C:7]1[CH:12]=[CH:11][CH:10]=[C:9]([O:13][CH3:14])[CH:8]=1)[OH:6])(=[O:22])[CH3:21]. The yield is 1.00. (6) The reactants are [CH3:1][O:2][C:3](=[O:23])/[C:4](/[NH:12][C:13]([O:15][CH2:16][C:17]1[CH:22]=[CH:21][CH:20]=[CH:19][CH:18]=1)=[O:14])=[CH:5]/[CH2:6][C:7]([CH3:11])([CH3:10])[CH:8]=[CH2:9]. The catalyst is CO. The product is [CH3:1][O:2][C:3](=[O:23])[C@@H:4]([NH:12][C:13]([O:15][CH2:16][C:17]1[CH:18]=[CH:19][CH:20]=[CH:21][CH:22]=1)=[O:14])[CH2:5][CH2:6][C:7]([CH3:10])([CH3:11])[CH2:8][CH3:9]. The yield is 0.810. (7) The reactants are [F:1][C:2]1[CH:7]=[CH:6][C:5]([N:8]2[C:16]3[CH2:15][CH2:14][CH2:13][N:12]([C:17](=[O:33])[CH:18]([N:23]4[C:27]([CH3:28])=[CH:26][C:25]([C:29]([F:32])([F:31])[F:30])=[N:24]4)[CH2:19][C:20](O)=[O:21])[C:11]=3[CH:10]=[N:9]2)=[CH:4][CH:3]=1.N.C[N:36](C(ON1N=NC2C=CC=NC1=2)=[N+](C)C)C.F[P-](F)(F)(F)(F)F. The catalyst is CN(C=O)C. The product is [F:1][C:2]1[CH:3]=[CH:4][C:5]([N:8]2[C:16]3[CH2:15][CH2:14][CH2:13][N:12]([C:17](=[O:33])[CH:18]([N:23]4[C:27]([CH3:28])=[CH:26][C:25]([C:29]([F:32])([F:30])[F:31])=[N:24]4)[CH2:19][C:20]([NH2:36])=[O:21])[C:11]=3[CH:10]=[N:9]2)=[CH:6][CH:7]=1. The yield is 0.370. (8) The reactants are [CH3:1][CH2:2][C@@H:3]1[NH:46][C:44](=[O:45])[C@H:43]([C@H:47]([OH:54])[C@@H:48]([CH2:50]/[CH:51]=[CH:52]/[CH3:53])[CH3:49])[N:42]([CH3:55])[C:40](=[O:41])[C@H:39]([CH:56]([CH3:58])[CH3:57])[N:38]([CH3:59])[C:36](=[O:37])[C@H:35]([CH2:60][CH:61]([CH3:63])[CH3:62])[N:34]([CH3:64])[C:32](=[O:33])[C@H:31]([CH2:65][CH:66]([CH3:68])[CH3:67])[N:30]([CH3:69])[C:28](=[O:29])[C@@H:27]([CH3:70])[NH:26][C:24](=[O:25])[C@H:23]([CH3:71])[NH:22][C:20](=[O:21])[C@H:19]([CH2:72][CH:73]([CH3:75])[CH3:74])[N:18]([CH3:76])[C:16](=[O:17])[C@H:15]([CH:77]([CH3:79])[CH3:78])[NH:14][C:12](=[O:13])[C@H:11]([CH2:80][CH:81]([CH3:83])[CH3:82])[N:10]([CH3:84])[C:8](=[O:9])[CH2:7][N:6]([CH3:85])[C:4]1=[O:5].[C:86](OC(=O)C)(=[O:88])[CH3:87].N1C=CC=CC=1.C(=O)(O)[O-].[Na+]. The product is [CH3:1][CH2:2][C@@H:3]1[NH:46][C:44](=[O:45])[C@H:43]([C@H:47]([O:54][C:86]([CH3:87])=[O:88])[C@@H:48]([CH2:50]/[CH:51]=[CH:52]/[CH3:53])[CH3:49])[N:42]([CH3:55])[C:40](=[O:41])[C@H:39]([CH:56]([CH3:57])[CH3:58])[N:38]([CH3:59])[C:36](=[O:37])[C@H:35]([CH2:60][CH:61]([CH3:62])[CH3:63])[N:34]([CH3:64])[C:32](=[O:33])[C@H:31]([CH2:65][CH:66]([CH3:68])[CH3:67])[N:30]([CH3:69])[C:28](=[O:29])[C@@H:27]([CH3:70])[NH:26][C:24](=[O:25])[C@H:23]([CH3:71])[NH:22][C:20](=[O:21])[C@H:19]([CH2:72][CH:73]([CH3:75])[CH3:74])[N:18]([CH3:76])[C:16](=[O:17])[C@H:15]([CH:77]([CH3:79])[CH3:78])[NH:14][C:12](=[O:13])[C@H:11]([CH2:80][CH:81]([CH3:83])[CH3:82])[N:10]([CH3:84])[C:8](=[O:9])[CH2:7][N:6]([CH3:85])[C:4]1=[O:5]. The yield is 0.950. The catalyst is CN(C1C=CN=CC=1)C.C(Cl)Cl. (9) The reactants are [C:1]([C:5]1[CH:12]=[CH:11][C:10]([N+:13]([O-:15])=[O:14])=[CH:9][C:6]=1[C:7]#[N:8])([CH3:4])([CH3:3])[CH3:2].B.C1COCC1.CO.Cl. The catalyst is C1COCC1.O. The product is [C:1]([C:5]1[CH:12]=[CH:11][C:10]([N+:13]([O-:15])=[O:14])=[CH:9][C:6]=1[CH2:7][NH2:8])([CH3:4])([CH3:2])[CH3:3]. The yield is 0.430.